Dataset: Full USPTO retrosynthesis dataset with 1.9M reactions from patents (1976-2016). Task: Predict the reactants needed to synthesize the given product. (1) The reactants are: [Br:1][C:2]1[C:3]([F:12])=[C:4]2[C:10]([NH2:11])=[CH:9][NH:8][C:5]2=[N:6][CH:7]=1.[CH3:13][C:14]1[CH:22]=[CH:21][C:17]([C:18](O)=[O:19])=[CH:16][N:15]=1.C1N(P(Cl)(N2C(=O)OCC2)=O)C(=O)OC1.C(N(CC)CC)C.[Li+].[OH-]. Given the product [Br:1][C:2]1[C:3]([F:12])=[C:4]2[C:10]([NH:11][C:18](=[O:19])[C:17]3[CH:21]=[CH:22][C:14]([CH3:13])=[N:15][CH:16]=3)=[CH:9][NH:8][C:5]2=[N:6][CH:7]=1, predict the reactants needed to synthesize it. (2) Given the product [NH:7]([C:8]1[CH:9]=[CH:10][C:11]([C:24]2[C:32]3[C:27](=[N:28][CH:29]=[N:30][C:31]=3[NH2:33])[N:26]([CH:34]3[CH2:35][CH2:36][CH:37]([N:40]4[CH2:41][CH2:42][N:43]([CH3:46])[CH2:44][CH2:45]4)[CH2:38][CH2:39]3)[N:25]=2)=[CH:12][CH:13]=1)[C:1]1[CH:2]=[CH:3][CH:4]=[CH:5][CH:6]=1, predict the reactants needed to synthesize it. The reactants are: [C:1]1([NH:7][C:8]2[CH:13]=[CH:12][C:11](B3OC(C)(C)C(C)(C)O3)=[CH:10][CH:9]=2)[CH:6]=[CH:5][CH:4]=[CH:3][CH:2]=1.I[C:24]1[C:32]2[C:27](=[N:28][CH:29]=[N:30][C:31]=2[NH2:33])[N:26]([C@H:34]2[CH2:39][CH2:38][C@@H:37]([N:40]3[CH2:45][CH2:44][N:43]([CH3:46])[CH2:42][CH2:41]3)[CH2:36][CH2:35]2)[N:25]=1.C(=O)([O-])[O-].[Na+].[Na+]. (3) Given the product [Cl:1][C:2]1[CH:10]=[C:9]2[C:5]([C:6]([C:11]([OH:13])=[O:12])=[CH:7][NH:8]2)=[CH:4][C:3]=1[C:15]1[CH:16]=[CH:17][C:18]([O:21][C@H:22]2[CH2:27][CH2:26][CH2:25][CH2:24][C@@H:23]2[OH:28])=[CH:19][CH:20]=1, predict the reactants needed to synthesize it. The reactants are: [Cl:1][C:2]1[CH:10]=[C:9]2[C:5]([C:6]([C:11]([O:13]C)=[O:12])=[CH:7][NH:8]2)=[CH:4][C:3]=1[C:15]1[CH:20]=[CH:19][C:18]([O:21][C@H:22]2[CH2:27][CH2:26][CH2:25][CH2:24][C@@H:23]2[OH:28])=[CH:17][CH:16]=1.[OH-].[Na+]. (4) Given the product [C:15]1(=[O:24])[C:16]2([CH2:23][CH2:22][NH:21][CH2:20][CH2:19]2)[CH2:17][CH2:18][NH:14]1, predict the reactants needed to synthesize it. The reactants are: C(O)(=O)C.FC(F)(F)OC1C=CC([N:14]2[CH2:18][CH2:17][C:16]3([CH2:23][CH2:22][NH:21][CH2:20][CH2:19]3)[C:15]2=[O:24])=CC=1.CN1C(C)=C(S(Cl)(=O)=O)C(C)=N1. (5) Given the product [OH:34][C:30]1([CH3:29])[CH2:33][N:32]([S:2]([C:5]2[CH:14]=[C:13]3[C:8]([C:9]([C:16]([OH:18])=[O:17])=[CH:10][NH:11][C:12]3=[O:15])=[CH:7][CH:6]=2)(=[O:4])=[O:3])[CH2:31]1, predict the reactants needed to synthesize it. The reactants are: Cl[S:2]([C:5]1[CH:14]=[C:13]2[C:8]([C:9]([C:16]([OH:18])=[O:17])=[CH:10][NH:11][C:12]2=[O:15])=[CH:7][CH:6]=1)(=[O:4])=[O:3].C(N(C(C)C)CC)(C)C.Cl.[CH3:29][C:30]1([OH:34])[CH2:33][NH:32][CH2:31]1.Cl.